The task is: Predict the reaction yield, written as a fraction of the theoretical maximum amount of product (1.0 means a 100% yield; for example, 0.34 means a 34% yield).. This data is from Reaction yield outcomes from USPTO patents with 853,638 reactions. (1) The reactants are [CH3:1][N:2]([C:4](=[O:7])[CH2:5][CH3:6])[NH2:3].O=[C:9]([C:15]([O:17][CH2:18][CH3:19])=[O:16])[C:10]([O:12][CH2:13][CH3:14])=[O:11]. The catalyst is C1(C)C=CC=CC=1. The product is [CH3:1][N:2]([C:4](=[O:7])[CH2:5][CH3:6])[N:3]=[C:9]([C:10]([O:12][CH2:13][CH3:14])=[O:11])[C:15]([O:17][CH2:18][CH3:19])=[O:16]. The yield is 0.490. (2) The reactants are [O:1]1[CH:5]=[N:4][N:3]=[C:2]1[C:6]1[CH:11]=[CH:10][C:9]([CH2:12][CH2:13][CH2:14][OH:15])=[CH:8][CH:7]=1.[H-].[Na+].Cl[S:19]([N:22]=C=O)(=[O:21])=[O:20].C(O)=O. The catalyst is CC#N.CN(C=O)C. The product is [S:19](=[O:21])(=[O:20])([O:15][CH2:14][CH2:13][CH2:12][C:9]1[CH:8]=[CH:7][C:6]([C:2]2[O:1][CH:5]=[N:4][N:3]=2)=[CH:11][CH:10]=1)[NH2:22]. The yield is 0.480. (3) The yield is 0.760. The reactants are [CH2:1]([C:4]1[C:12]([N:13]([CH:16]2[CH2:21][CH2:20][C:19]([F:23])([F:22])[CH2:18][CH2:17]2)[CH2:14][CH3:15])=[CH:11][CH:10]=[CH:9][C:5]=1[C:6]([OH:8])=O)[CH:2]=[CH2:3].[CH2:24]([C:28]1[CH:33]=[C:32]([CH3:34])[N:31]=[C:30]([O:35][CH3:36])[C:29]=1[CH2:37][NH2:38])[CH2:25][CH:26]=[CH2:27].C(Cl)CCl.C1C=NC2N(O)N=NC=2C=1.CN1CCOCC1. The catalyst is C(Cl)Cl. The product is [CH2:1]([C:4]1[C:12]([N:13]([CH:16]2[CH2:21][CH2:20][C:19]([F:23])([F:22])[CH2:18][CH2:17]2)[CH2:14][CH3:15])=[CH:11][CH:10]=[CH:9][C:5]=1[C:6]([NH:38][CH2:37][C:29]1[C:30]([O:35][CH3:36])=[N:31][C:32]([CH3:34])=[CH:33][C:28]=1[CH2:24][CH2:25][CH:26]=[CH2:27])=[O:8])[CH:2]=[CH2:3]. (4) The reactants are [Br:1][C:2]1[CH:7]=[C:6]([CH3:8])[CH:5]=[C:4]([CH3:9])[CH:3]=1.[Br:10]N1C(C)(C)C(=O)N(Br)C1=O. The yield is 0.990. The product is [Br:1][C:2]1[CH:7]=[C:6]([CH3:8])[CH:5]=[C:4]([CH2:9][Br:10])[CH:3]=1. The catalyst is C(Cl)(Cl)(Cl)Cl.C(OOC(=O)C1C=CC=CC=1)(=O)C1C=CC=CC=1.